The task is: Predict the reaction yield, written as a fraction of the theoretical maximum amount of product (1.0 means a 100% yield; for example, 0.34 means a 34% yield).. This data is from Reaction yield outcomes from USPTO patents with 853,638 reactions. (1) The reactants are [CH2:1]([C:5]1[O:6][C:7]2[CH:13]=[CH:12][CH:11]=[CH:10][C:8]=2[CH:9]=1)[CH2:2][CH2:3][CH3:4].[Br:14][C:15]1[CH:23]=[CH:22][C:18]([C:19](Cl)=[O:20])=[CH:17][CH:16]=1.[Al+3].[Cl-].[Cl-].[Cl-]. The catalyst is ClCCl. The product is [Br:14][C:15]1[CH:23]=[CH:22][C:18]([C:19]([C:9]2[C:8]3[CH:10]=[CH:11][CH:12]=[CH:13][C:7]=3[O:6][C:5]=2[CH2:1][CH2:2][CH2:3][CH3:4])=[O:20])=[CH:17][CH:16]=1. The yield is 0.360. (2) The reactants are C(N(CC)CC)C.[CH2:8]([C:10]1[CH:11]=[CH:12][C:13]([CH:16](O)[CH2:17][O:18][C:19]2[CH:26]=[CH:25][C:22]([CH:23]=[O:24])=[CH:21][CH:20]=2)=[N:14][CH:15]=1)[CH3:9].[S:28](Cl)([CH3:31])(=[O:30])=[O:29]. The catalyst is ClCCl.O. The product is [CH2:8]([C:10]1[CH:11]=[CH:12][C:13]([CH:16]([S:28]([CH3:31])(=[O:30])=[O:29])[CH2:17][O:18][C:19]2[CH:26]=[CH:25][C:22]([CH:23]=[O:24])=[CH:21][CH:20]=2)=[N:14][CH:15]=1)[CH3:9]. The yield is 0.700. (3) The reactants are C(Cl)(=O)C(Cl)=O.[Cl:7][C:8]1[C:13]([C:14]([OH:16])=O)=[CH:12][N:11]=[CH:10][CH:9]=1.[CH2:17]([N:19](CC)CC)C.CN.C1COCC1. The catalyst is C(Cl)Cl.CN(C=O)C. The product is [Cl:7][C:8]1[C:13]([C:14]([NH:19][CH3:17])=[O:16])=[CH:12][N:11]=[CH:10][CH:9]=1. The yield is 0.750. (4) The product is [Cl:10][C:21]1[CH:22]=[N:23][CH:24]=[C:19]([C:16]2[CH:17]=[CH:18][C:13]([CH3:26])=[CH:14][CH:15]=2)[N:20]=1. The catalyst is CN(C=O)C. The reactants are C1(C)C=CC=CC=1.O=P(Cl)(Cl)[Cl:10].[C:13]1([CH3:26])[CH:18]=[CH:17][C:16]([C:19]2[CH:24]=[N:23][CH:22]=[CH:21][N+:20]=2[O-])=[CH:15][CH:14]=1. The yield is 0.980. (5) The reactants are Cl[C:2]1[CH:7]=[N:6][CH:5]=[C:4]([O:8][C:9]2[CH:17]=[C:16]3[C:12]([CH2:13][CH2:14][C:15]3=[O:18])=[CH:11][CH:10]=2)[N:3]=1.[CH3:19][O:20][C:21]1[CH:22]=[C:23]([CH:25]=[C:26]([O:30][CH3:31])[C:27]=1[O:28][CH3:29])[NH2:24]. The catalyst is CCOC(C)=O. The product is [CH3:31][O:30][C:26]1[CH:25]=[C:23]([NH:24][C:2]2[CH:7]=[N:6][CH:5]=[C:4]([O:8][C:9]3[CH:17]=[C:16]4[C:12]([CH2:13][CH2:14][C:15]4=[O:18])=[CH:11][CH:10]=3)[N:3]=2)[CH:22]=[C:21]([O:20][CH3:19])[C:27]=1[O:28][CH3:29]. The yield is 0.100.